This data is from Catalyst prediction with 721,799 reactions and 888 catalyst types from USPTO. The task is: Predict which catalyst facilitates the given reaction. (1) Reactant: [Cl:1][C:2]1[CH:7]=[CH:6][C:5]([O:8][S:9]([CH3:12])(=[O:11])=[O:10])=[CH:4][C:3]=1[CH3:13].[Br:14]N1C(=O)CCC1=O. Product: [CH3:12][S:9]([O:8][C:5]1[CH:6]=[CH:7][C:2]([Cl:1])=[C:3]([CH2:13][Br:14])[CH:4]=1)(=[O:11])=[O:10]. The catalyst class is: 53. (2) Reactant: [Cl:1][C:2]1[N:7]=[C:6]([C:8]2[N:13]=[C:12]([NH:14][CH:15]([CH3:17])[CH3:16])[N:11]=[C:10]([NH:18][C:19]3[CH:20]=[C:21]([CH:25]=[CH:26][CH:27]=3)[C:22]([OH:24])=O)[N:9]=2)[CH:5]=[CH:4][CH:3]=1.CN(C(ON1N=NC2[CH:39]=[CH:40][CH:41]=[N:42]C1=2)=[N+](C)C)C.F[P-](F)(F)(F)(F)F.CN1CCOCC1. Product: [Cl:1][C:2]1[N:7]=[C:6]([C:8]2[N:13]=[C:12]([NH:14][CH:15]([CH3:16])[CH3:17])[N:11]=[C:10]([NH:18][C:19]3[CH:20]=[C:21]([CH:25]=[CH:26][CH:27]=3)[C:22]([NH:42][CH:41]3[CH2:39][CH2:40]3)=[O:24])[N:9]=2)[CH:5]=[CH:4][CH:3]=1. The catalyst class is: 3. (3) Reactant: C(OC([N:8]1[CH:13]2[CH2:14][CH2:15][CH:9]1[CH2:10][C:11](O)([C:16]1[CH:25]=[CH:24][C:23]3[C:18](=[CH:19][CH:20]=[CH:21][CH:22]=3)[CH:17]=1)[CH2:12]2)=O)(C)(C)C.C(O)(C(F)(F)F)=O. Product: [CH:17]1[C:18]2[C:23](=[CH:22][CH:21]=[CH:20][CH:19]=2)[CH:24]=[CH:25][C:16]=1[C:11]1[CH2:12][CH:13]2[NH:8][CH:9]([CH2:15][CH2:14]2)[CH:10]=1. The catalyst class is: 2. (4) Reactant: [NH2:1][C:2]1[N:7]=[CH:6][C:5]([CH2:8][C:9]([OH:11])=O)=[CH:4][CH:3]=1.[CH:12]1([CH2:20][NH:21][C:22]([N:24]2[CH2:32][C:31]3[CH:30]=[CH:29][N:28]=[CH:27][C:26]=3[CH2:25]2)=[O:23])[C:14]2([CH2:19][CH2:18][NH:17][CH2:16][CH2:15]2)[CH2:13]1.CCN(C(C)C)C(C)C.CCN=C=NCCCN(C)C.C1C=CC2N(O)N=NC=2C=1. Product: [NH2:1][C:2]1[N:7]=[CH:6][C:5]([CH2:8][C:9]([N:17]2[CH2:18][CH2:19][C:14]3([CH:12]([CH2:20][NH:21][C:22]([N:24]4[CH2:32][C:31]5[CH:30]=[CH:29][N:28]=[CH:27][C:26]=5[CH2:25]4)=[O:23])[CH2:13]3)[CH2:15][CH2:16]2)=[O:11])=[CH:4][CH:3]=1. The catalyst class is: 3. (5) Reactant: CS(O[CH2:6][CH2:7][O:8][C:9]1[CH:14]=[CH:13][CH:12]=[C:11]([O:15][C:16]2[CH:21]=[CH:20][C:19]([CH2:22][N:23]([CH2:36][C:37]3[CH:42]=[CH:41][CH:40]=[CH:39][CH:38]=3)[C:24]3[CH:29]=[CH:28][CH:27]=[C:26]([NH:30][S:31]([CH3:34])(=[O:33])=[O:32])[C:25]=3[CH3:35])=[CH:18][CH:17]=2)[CH:10]=1)(=O)=O.[NH:43]1[CH2:53][CH2:52][CH2:51][CH2:50][CH:44]1[C:45]([O:47][CH2:48][CH3:49])=[O:46]. Product: [CH2:36]([N:23]([CH2:22][C:19]1[CH:18]=[CH:17][C:16]([O:15][C:11]2[CH:10]=[C:9]([CH:14]=[CH:13][CH:12]=2)[O:8][CH2:7][CH2:6][N:43]2[CH2:53][CH2:52][CH2:51][CH2:50][CH:44]2[C:45]([O:47][CH2:48][CH3:49])=[O:46])=[CH:21][CH:20]=1)[C:24]1[CH:29]=[CH:28][CH:27]=[C:26]([NH:30][S:31]([CH3:34])(=[O:33])=[O:32])[C:25]=1[CH3:35])[C:37]1[CH:38]=[CH:39][CH:40]=[CH:41][CH:42]=1. The catalyst class is: 39.